Dataset: Catalyst prediction with 721,799 reactions and 888 catalyst types from USPTO. Task: Predict which catalyst facilitates the given reaction. (1) Reactant: [NH2:1][C:2]1[CH:3]=[C:4]([C:8]2[CH:15]=[CH:14][C:11]([C:12]#[N:13])=[C:10]([Cl:16])[CH:9]=2)[CH:5]=[N:6][CH:7]=1.[CH:17]1([S:20](Cl)(=[O:22])=[O:21])[CH2:19][CH2:18]1. Product: [Cl:16][C:10]1[CH:9]=[C:8]([C:4]2[CH:3]=[C:2]([NH:1][S:20]([CH:17]3[CH2:19][CH2:18]3)(=[O:22])=[O:21])[CH:7]=[N:6][CH:5]=2)[CH:15]=[CH:14][C:11]=1[C:12]#[N:13]. The catalyst class is: 17. (2) Reactant: [CH2:1]([O:8][CH2:9][CH2:10][CH2:11][C:12]([OH:14])=O)[C:2]1[CH:7]=[CH:6][CH:5]=[CH:4][CH:3]=1.[CH2:15]([NH2:18])[CH2:16][CH3:17].C1C=CC2N(O)N=NC=2C=1.CN1CCOCC1.C(Cl)CCl. Product: [CH2:1]([O:8][CH2:9][CH2:10][CH2:11][C:12]([NH:18][CH2:15][CH2:16][CH3:17])=[O:14])[C:2]1[CH:3]=[CH:4][CH:5]=[CH:6][CH:7]=1. The catalyst class is: 39. (3) Reactant: Br[C:2]1[C:10]2[C:9]([NH:11][C@H:12]([C:14]3[N:19]([C:20]4[CH:25]=[CH:24][CH:23]=[CH:22][CH:21]=4)[C:18](=[O:26])[C:17]4=[C:27]([CH3:30])[CH:28]=[CH:29][N:16]4[N:15]=3)[CH3:13])=[N:8][CH:7]=[N:6][C:5]=2[N:4]([CH2:31][O:32][CH2:33][CH2:34][Si:35]([CH3:38])([CH3:37])[CH3:36])[CH:3]=1.[F:39][C:40]1[CH:41]=[C:42]([NH:55][S:56]([CH3:59])(=[O:58])=[O:57])[CH:43]=[C:44](B2OC(C)(C)C(C)(C)O2)[CH:45]=1.C(=O)([O-])[O-].[Na+].[Na+]. Product: [F:39][C:40]1[CH:41]=[C:42]([NH:55][S:56]([CH3:59])(=[O:57])=[O:58])[CH:43]=[C:44]([C:2]2[C:10]3[C:9]([NH:11][C@H:12]([C:14]4[N:19]([C:20]5[CH:25]=[CH:24][CH:23]=[CH:22][CH:21]=5)[C:18](=[O:26])[C:17]5=[C:27]([CH3:30])[CH:28]=[CH:29][N:16]5[N:15]=4)[CH3:13])=[N:8][CH:7]=[N:6][C:5]=3[N:4]([CH2:31][O:32][CH2:33][CH2:34][Si:35]([CH3:38])([CH3:37])[CH3:36])[CH:3]=2)[CH:45]=1. The catalyst class is: 235. (4) Reactant: [C:1]([NH:5][C:6]1[C:11]([C:12]([O:14]CC)=[O:13])=[CH:10][N:9]=[C:8]([S:17][CH3:18])[N:7]=1)([CH3:4])([CH3:3])[CH3:2].[OH-].[Na+].C(O)(=O)CC(CC(O)=O)(C(O)=O)O. Product: [C:1]([NH:5][C:6]1[C:11]([C:12]([OH:14])=[O:13])=[CH:10][N:9]=[C:8]([S:17][CH3:18])[N:7]=1)([CH3:4])([CH3:3])[CH3:2]. The catalyst class is: 8.